Task: Binary Classification. Given a miRNA mature sequence and a target amino acid sequence, predict their likelihood of interaction.. Dataset: Experimentally validated miRNA-target interactions with 360,000+ pairs, plus equal number of negative samples (1) The miRNA is hsa-miR-488-3p with sequence UUGAAAGGCUAUUUCUUGGUC. The protein sequence of the target gene is MVAMAEAEAGVAVEVRGLPPAVPDELLTLYFENRRRSGGGPVLSWQRLGCGGVLTFREPADAERVLAQADHELHGAQLSLRPAPPRAPARLLLQGLPPGTTPQRLEQHVQALLRASGLPVQPCCALASPRPDRALVQLPKPLSEADVRVLEEQAQNLGLEGTLVSLARVPQARAVRVVGDGASVDLLLLELYLENERRSGGGPLEDLQRLPGPLGTVASFQQWQVAERVLQQEHRLQGSELSLVPHYDILEPEELAENTSGGDHPSTQGPRATKHALLRTGGLVTALQGAGTVTMGSGEE.... Result: 0 (no interaction). (2) The miRNA is hsa-miR-1301-3p with sequence UUGCAGCUGCCUGGGAGUGACUUC. The protein sequence of the target gene is MDRPGFVAALVAGGVAGVSVDLILFPLDTIKTRLQSPQGFSKAGGFHGIYAGVPSAAIGSFPNAAAFFITYEYVKWFLHADSSSYLTPMKHMLAASAGEVVACLIRVPSEVVKQRAQVSASTRTFQIFSNILYEEGIQGLYRGYKSTVLREIPFSLVQFPLWESLKALWSWRQDHVVDSWQSAVCGAFAGGFAAAVTTPLDVAKTRITLAKAGSSTADGNVLSVLHGVWRSQGLAGLFAGVFPRMAAISLGGFIFLGAYDRTHSLLLEVGRKSP. Result: 1 (interaction).